Dataset: Catalyst prediction with 721,799 reactions and 888 catalyst types from USPTO. Task: Predict which catalyst facilitates the given reaction. (1) Reactant: [Br:1][C:2]1[C:3]([O:13][CH3:14])=[C:4]([CH:11]=[O:12])[CH:5]=[C:6]([CH:10]=1)C(Cl)=O.[CH2:15]([NH:19][SH:20](=[O:22])=[O:21])[CH2:16][CH2:17][CH3:18].C(N(CC)CC)C. Product: [Br:1][C:2]1[CH:10]=[C:6]([S:20]([NH:19][CH2:15][CH2:16][CH2:17][CH3:18])(=[O:22])=[O:21])[CH:5]=[C:4]([CH:11]=[O:12])[C:3]=1[O:13][CH3:14]. The catalyst class is: 4. (2) The catalyst class is: 60. Product: [CH2:18]([C:5]1[N:4]=[C:3]([C:20]([NH2:22])=[O:21])[C:2]([NH:34][C:33]2[CH:32]=[CH:31][C:30]([N:27]3[CH2:26][CH2:25][N:24]([CH3:23])[CH2:29][CH2:28]3)=[CH:36][CH:35]=2)=[N:7][C:6]=1[O:8][C:9]1[CH:14]=[CH:13][CH:12]=[C:11]([N+:15]([O-:17])=[O:16])[CH:10]=1)[CH3:19]. Reactant: Cl[C:2]1[C:3]([C:20]([NH2:22])=[O:21])=[N:4][C:5]([CH2:18][CH3:19])=[C:6]([O:8][C:9]2[CH:14]=[CH:13][CH:12]=[C:11]([N+:15]([O-:17])=[O:16])[CH:10]=2)[N:7]=1.[CH3:23][N:24]1[CH2:29][CH2:28][N:27]([C:30]2[CH:36]=[CH:35][C:33]([NH2:34])=[CH:32][CH:31]=2)[CH2:26][CH2:25]1.CS(O)(=O)=O.C(=O)([O-])O.[Na+]. (3) Reactant: [CH2:1]=[C:2]1[CH2:8][CH:7]2[N:9]([C:10]([O:12][C:13]([CH3:16])([CH3:15])[CH3:14])=[O:11])[CH:4]([CH2:5][CH2:6]2)[CH2:3]1.B.[O:18]1CCCC1.[OH-].[Na+].O.OO. Product: [OH:18][CH2:1][CH:2]1[CH2:3][CH:4]2[N:9]([C:10]([O:12][C:13]([CH3:16])([CH3:15])[CH3:14])=[O:11])[CH:7]([CH2:6][CH2:5]2)[CH2:8]1. The catalyst class is: 1.